Dataset: Catalyst prediction with 721,799 reactions and 888 catalyst types from USPTO. Task: Predict which catalyst facilitates the given reaction. (1) Reactant: [N+:1]([C:4]1[CH:26]=[CH:25][C:7]([O:8][CH2:9][CH2:10][C:11]2[N:16]=[C:15]([NH:17][C:18](=[O:24])[O:19][C:20]([CH3:23])([CH3:22])[CH3:21])[CH:14]=[CH:13][CH:12]=2)=[CH:6][CH:5]=1)([O-])=O.[H][H].[CH3:29]O. Product: [CH3:29][NH:1][C:4]1[CH:26]=[CH:25][C:7]([O:8][CH2:9][CH2:10][C:11]2[N:16]=[C:15]([NH:17][C:18](=[O:24])[O:19][C:20]([CH3:23])([CH3:22])[CH3:21])[CH:14]=[CH:13][CH:12]=2)=[CH:6][CH:5]=1. The catalyst class is: 45. (2) Reactant: [O:1]1[C:5]2[CH:6]=[CH:7][C:8]([CH2:10][CH2:11][N:12]3[CH2:17][CH2:16][CH2:15][CH:14]([OH:18])[CH2:13]3)=[CH:9][C:4]=2[O:3][CH2:2]1.[C:19]1([CH:25](Cl)[C:26]2[CH:31]=[CH:30][CH:29]=[CH:28][CH:27]=2)[CH:24]=[CH:23][CH:22]=[CH:21][CH:20]=1. Product: [CH:25]([O:18][CH:14]1[CH2:15][CH2:16][CH2:17][N:12]([CH2:11][CH2:10][C:8]2[CH:7]=[CH:6][C:5]3[O:1][CH2:2][O:3][C:4]=3[CH:9]=2)[CH2:13]1)([C:19]1[CH:24]=[CH:23][CH:22]=[CH:21][CH:20]=1)[C:26]1[CH:31]=[CH:30][CH:29]=[CH:28][CH:27]=1. The catalyst class is: 16. (3) Reactant: [Br:1][C:2]1[CH:3]=[C:4]([C:12]([O:14][CH2:15][CH3:16])=[O:13])[C:5]2[C:10]([CH3:11])=[N:9][NH:8][C:6]=2[N:7]=1.C([O-])([O-])=O.[K+].[K+].Br[CH:24]([CH3:26])[CH3:25]. Product: [Br:1][C:2]1[CH:3]=[C:4]([C:12]([O:14][CH2:15][CH3:16])=[O:13])[C:5]2[C:10]([CH3:11])=[N:9][N:8]([CH:24]([CH3:26])[CH3:25])[C:6]=2[N:7]=1. The catalyst class is: 10. (4) Reactant: [NH2:1][C:2]1[CH:3]=[CH:4][C:5]([N:9]2[CH2:14][CH2:13][CH2:12][C@@H:11]([C:15]([N:17]3[CH2:21][CH2:20][CH2:19][CH2:18]3)=[O:16])[CH2:10]2)=[N:6][C:7]=1[NH2:8].[CH:22]1([C:26]2[N:31]=[C:30]([CH:32]=O)[CH:29]=[CH:28][N:27]=2)[CH2:25][CH2:24][CH2:23]1.[S].C(O)(=O)C. Product: [CH:22]1([C:26]2[N:31]=[C:30]([C:32]3[NH:8][C:7]4=[N:6][C:5]([N:9]5[CH2:14][CH2:13][CH2:12][C@@H:11]([C:15]([N:17]6[CH2:21][CH2:20][CH2:19][CH2:18]6)=[O:16])[CH2:10]5)=[CH:4][CH:3]=[C:2]4[N:1]=3)[CH:29]=[CH:28][N:27]=2)[CH2:23][CH2:24][CH2:25]1. The catalyst class is: 8. (5) Reactant: [CH2:1]([O:3][C:4]([C:6]1[S:7][C:8]([C:12](O)=[O:13])=[C:9]([CH3:11])[N:10]=1)=[O:5])[CH3:2].O. Product: [CH2:1]([O:3][C:4]([C:6]1[S:7][C:8]([CH2:12][OH:13])=[C:9]([CH3:11])[N:10]=1)=[O:5])[CH3:2]. The catalyst class is: 7. (6) Reactant: Cl[CH2:2][C@@H:3]([OH:32])[CH2:4][NH:5][C:6]([C:8]1[CH:9]=[N:10][N:11]2[CH:16]=[CH:15][C:14]([N:17]3[CH2:21][C:20]([F:23])([F:22])[CH2:19][CH:18]3[C:24]3[CH:29]=[C:28]([F:30])[CH:27]=[CH:26][C:25]=3[OH:31])=[N:13][C:12]=12)=[O:7].C([O-])([O-])=O.[Cs+].[Cs+]. Product: [F:22][C:20]1([F:23])[CH2:19][CH:18]2[N:17]([C:14]3[CH:15]=[CH:16][N:11]4[C:12]([N:13]=3)=[C:8]([C:6](=[O:7])[NH:5][CH2:4][C@H:3]([OH:32])[CH2:2][O:31][C:25]3[CH:26]=[CH:27][C:28]([F:30])=[CH:29][C:24]=32)[CH:9]=[N:10]4)[CH2:21]1. The catalyst class is: 3. (7) Reactant: [C:1]1([C:7]2([CH2:20][O:21][CH2:22][C:23]3[CH:28]=[C:27]([N:29]4[C:33]([C:34]([F:37])([F:36])[F:35])=[N:32][N:31]=[N:30]4)[CH:26]=[C:25]([C:38]([F:41])([F:40])[F:39])[CH:24]=3)[CH2:12][CH2:11][N:10](C(OC(C)(C)C)=O)[CH2:9][CH2:8]2)[CH:6]=[CH:5][CH:4]=[CH:3][CH:2]=1. Product: [C:1]1([C:7]2([CH2:20][O:21][CH2:22][C:23]3[CH:28]=[C:27]([N:29]4[C:33]([C:34]([F:37])([F:36])[F:35])=[N:32][N:31]=[N:30]4)[CH:26]=[C:25]([C:38]([F:39])([F:41])[F:40])[CH:24]=3)[CH2:8][CH2:9][NH:10][CH2:11][CH2:12]2)[CH:6]=[CH:5][CH:4]=[CH:3][CH:2]=1. The catalyst class is: 617. (8) Reactant: [Si:1]([O:8][CH2:9][C@@H:10]([C:12]1[CH:13]=[N:14][C:15]([CH3:18])=[CH:16][CH:17]=1)O)([C:4]([CH3:7])([CH3:6])[CH3:5])([CH3:3])[CH3:2].C1C=CC(OP(OC2C=CC=CC=2)([N:28]=[N+:29]=[N-:30])=O)=CC=1.N12CCCN=C1CCCCC2. Product: [N:28]([C@@H:10]([C:12]1[CH:17]=[CH:16][C:15]([CH3:18])=[N:14][CH:13]=1)[CH2:9][O:8][Si:1]([C:4]([CH3:7])([CH3:6])[CH3:5])([CH3:3])[CH3:2])=[N+:29]=[N-:30]. The catalyst class is: 11. (9) Product: [C:22]([C:21]1[C:20]([F:19])=[CH:27][C:26]([N:16]2[CH2:15][CH2:14][CH:13]([NH:12][C:10](=[O:11])[O:9][C:6]([CH3:5])([CH3:7])[CH3:8])[CH2:18][CH2:17]2)=[CH:25][C:24]=1[F:29])#[N:23]. The catalyst class is: 6. Reactant: CS(C)=O.[CH3:5][C:6]([O:9][C:10]([NH:12][CH:13]1[CH2:18][CH2:17][NH:16][CH2:15][CH2:14]1)=[O:11])([CH3:8])[CH3:7].[F:19][C:20]1[CH:27]=[C:26](F)[CH:25]=[C:24]([F:29])[C:21]=1[C:22]#[N:23].C(=O)([O-])[O-].[K+].[K+].